From a dataset of Catalyst prediction with 721,799 reactions and 888 catalyst types from USPTO. Predict which catalyst facilitates the given reaction. (1) Reactant: [C:1]([O:5][C:6]([NH:8][C@H:9]([C:11]1[C:12]([F:47])=[C:13]([C:17]2[CH:22]=[C:21]([CH:23]=[CH:24][C:25]3[CH:30]=[CH:29][N:28]=[CH:27][CH:26]=3)[CH:20]=[C:19]([CH2:31][O:32][C:33]3[CH:38]=[CH:37][CH:36]=[CH:35][C:34]=3[CH2:39][C:40]([O:42][C:43]([CH3:46])([CH3:45])[CH3:44])=[O:41])[CH:18]=2)[CH:14]=[CH:15][CH:16]=1)[CH3:10])=[O:7])([CH3:4])([CH3:3])[CH3:2]. Product: [C:1]([O:5][C:6]([NH:8][C@H:9]([C:11]1[C:12]([F:47])=[C:13]([C:17]2[CH:22]=[C:21]([CH2:23][CH2:24][C:25]3[CH:26]=[CH:27][N:28]=[CH:29][CH:30]=3)[CH:20]=[C:19]([CH2:31][O:32][C:33]3[CH:38]=[CH:37][CH:36]=[CH:35][C:34]=3[CH2:39][C:40]([O:42][C:43]([CH3:46])([CH3:45])[CH3:44])=[O:41])[CH:18]=2)[CH:14]=[CH:15][CH:16]=1)[CH3:10])=[O:7])([CH3:4])([CH3:2])[CH3:3]. The catalyst class is: 99. (2) Reactant: C(OC(=O)[NH:7][C@H:8]1[CH2:13][CH2:12][C@H:11]([CH2:14][N:15]=[N+:16]=[N-:17])[CH2:10][CH2:9]1)(C)(C)C.[ClH:19]. Product: [ClH:19].[N:15]([CH2:14][C@H:11]1[CH2:12][CH2:13][C@H:8]([NH2:7])[CH2:9][CH2:10]1)=[N+:16]=[N-:17]. The catalyst class is: 12. (3) The catalyst class is: 1. Reactant: [C:1]([Si:5]([O:18][C@@H:19]1[C@H:26]2[C@H:22]([O:23][C:24]([CH3:28])([CH3:27])[O:25]2)[CH:21]=[C:20]1I)([C:12]1[CH:17]=[CH:16][CH:15]=[CH:14][CH:13]=1)[C:6]1[CH:11]=[CH:10][CH:9]=[CH:8][CH:7]=1)([CH3:4])([CH3:3])[CH3:2].C1C=CC(S(N(S(C2C=CC=CC=2)(=O)=O)[F:40])(=O)=O)=CC=1.[Li]CCCC. Product: [C:1]([Si:5]([O:18][C@@H:19]1[C@H:26]2[C@H:22]([O:23][C:24]([CH3:28])([CH3:27])[O:25]2)[CH:21]=[C:20]1[F:40])([C:12]1[CH:17]=[CH:16][CH:15]=[CH:14][CH:13]=1)[C:6]1[CH:11]=[CH:10][CH:9]=[CH:8][CH:7]=1)([CH3:4])([CH3:3])[CH3:2]. (4) Reactant: COC1C=C(OC)C=CC=1C[N:6]([C:21]1[S:25][N:24]=[CH:23][N:22]=1)[S:7]([C:10]1[C:19]([F:20])=[CH:18][C:13]2[NH:14][C:15](=[O:17])[O:16][C:12]=2[CH:11]=1)(=[O:9])=[O:8].N(/C(OC(C)(C)C)=O)=N\C(OC(C)(C)C)=O.C1(P(C2C=CC=CC=2)C2C=CC=CC=2)C=CC=CC=1.O[CH2:68][C:69]1[CH:70]=[CH:71][CH:72]=[C:73]2[C:78]=1[CH:77]=[N:76][C:75]([NH:79]C(=O)OC(C)(C)C)=[CH:74]2. Product: [NH2:79][C:75]1[N:76]=[CH:77][C:78]2[C:73]([CH:74]=1)=[CH:72][CH:71]=[CH:70][C:69]=2[CH2:68][N:14]1[C:13]2[CH:18]=[C:19]([F:20])[C:10]([S:7]([NH:6][C:21]3[S:25][N:24]=[CH:23][N:22]=3)(=[O:8])=[O:9])=[CH:11][C:12]=2[O:16][C:15]1=[O:17]. The catalyst class is: 1. (5) Reactant: [Br:1][C:2]1[CH:7]=[CH:6][C:5]([C:8]2[NH:12][N:11]=[CH:10][N:9]=2)=[CH:4][CH:3]=1.CN(C=O)C.[H-].[Na+].Cl[CH2:21][O:22][CH2:23][CH2:24][Si:25]([CH3:28])([CH3:27])[CH3:26]. Product: [Br:1][C:2]1[CH:3]=[CH:4][C:5]([C:8]2[N:9]=[CH:10][N:11]([CH2:21][O:22][CH2:23][CH2:24][Si:25]([CH3:28])([CH3:27])[CH3:26])[N:12]=2)=[CH:6][CH:7]=1.[Br:1][C:2]1[CH:3]=[CH:4][C:5]([C:8]2[N:12]([CH2:21][O:22][CH2:23][CH2:24][Si:25]([CH3:28])([CH3:27])[CH3:26])[N:11]=[CH:10][N:9]=2)=[CH:6][CH:7]=1. The catalyst class is: 6. (6) Reactant: [CH:1]([C:3]1[CH:4]=[CH:5][C:6]([S:11][CH3:12])=[C:7]([CH:10]=1)[C:8]#[N:9])=[O:2].[BH4-].[Na+]. The catalyst class is: 5. Product: [OH:2][CH2:1][C:3]1[CH:4]=[CH:5][C:6]([S:11][CH3:12])=[C:7]([CH:10]=1)[C:8]#[N:9].